This data is from Full USPTO retrosynthesis dataset with 1.9M reactions from patents (1976-2016). The task is: Predict the reactants needed to synthesize the given product. (1) The reactants are: Cl[CH2:2][C:3](=O)[CH3:4].[C:6]([C@@H:9]1[CH2:13][CH2:12][CH2:11][N:10]1[C:14]([O:16][CH2:17][C:18]1[CH:23]=[CH:22][CH:21]=[CH:20][CH:19]=1)=[O:15])(=[S:8])[NH2:7]. Given the product [CH3:4][C:3]1[N:7]=[C:6]([C@@H:9]2[CH2:13][CH2:12][CH2:11][N:10]2[C:14]([O:16][CH2:17][C:18]2[CH:23]=[CH:22][CH:21]=[CH:20][CH:19]=2)=[O:15])[S:8][CH:2]=1, predict the reactants needed to synthesize it. (2) Given the product [C:16]([CH:13]1[CH2:14][CH2:15][C:9]2([O:8][N:7]=[C:6]([C:4]([OH:5])=[O:3])[CH2:10]2)[CH2:11][CH2:12]1)([CH3:19])([CH3:17])[CH3:18], predict the reactants needed to synthesize it. The reactants are: C([O:3][C:4]([C:6]1[CH2:10][C:9]2([CH2:15][CH2:14][CH:13]([C:16]([CH3:19])([CH3:18])[CH3:17])[CH2:12][CH2:11]2)[O:8][N:7]=1)=[O:5])C.O.[OH-].[Li+]. (3) Given the product [C:29]([C:17]1[C:18]([C:20]2[C:28]3[C:23](=[CH:24][CH:25]=[CH:26][CH:27]=3)[NH:22][CH:21]=2)=[N:19][C:14]([NH:13][C@@H:10]2[CH2:11][CH2:12][N:8]([C:6]([C:5]3[CH:4]=[CH:3][C:2]([NH:1][C:46](=[O:47])/[CH:45]=[CH:44]/[CH2:43][N:53]4[CH2:54][CH2:55][N:50]([CH3:49])[CH2:51][CH2:52]4)=[CH:32][CH:31]=3)=[O:7])[CH2:9]2)=[N:15][CH:16]=1)#[N:30], predict the reactants needed to synthesize it. The reactants are: [NH2:1][C:2]1[CH:32]=[CH:31][C:5]([C:6]([N:8]2[CH2:12][CH2:11][C@@H:10]([NH:13][C:14]3[N:19]=[C:18]([C:20]4[C:28]5[C:23](=[CH:24][CH:25]=[CH:26][CH:27]=5)[NH:22][CH:21]=4)[C:17]([C:29]#[N:30])=[CH:16][N:15]=3)[CH2:9]2)=[O:7])=[CH:4][CH:3]=1.CCN(C(C)C)C(C)C.Br[CH2:43]/[CH:44]=[CH:45]/[C:46](Cl)=[O:47].[CH3:49][N:50]1[CH2:55][CH2:54][NH:53][CH2:52][CH2:51]1. (4) Given the product [O:21]=[C:13]1[N:12]2[CH2:22][CH:8]([C:5]3[CH:6]=[CH:7][C:2]([NH:1][C:28](=[O:29])[C:27]4[CH:31]=[CH:32][CH:33]=[C:25]([C:24]([F:23])([F:34])[F:35])[CH:26]=4)=[CH:3][CH:4]=3)[CH2:9][N:10]=[C:11]2[C:20]2[CH:19]=[CH:18][CH:17]=[CH:16][C:15]=2[NH:14]1, predict the reactants needed to synthesize it. The reactants are: [NH2:1][C:2]1[CH:7]=[CH:6][C:5]([CH:8]2[CH2:22][N:12]3[C:13](=[O:21])[NH:14][C:15]4[CH:16]=[CH:17][CH:18]=[CH:19][C:20]=4[C:11]3=[N:10][CH2:9]2)=[CH:4][CH:3]=1.[F:23][C:24]([F:35])([F:34])[C:25]1[CH:26]=[C:27]([CH:31]=[CH:32][CH:33]=1)[C:28](Cl)=[O:29]. (5) Given the product [CH3:1][O:2][C:3]1[CH:38]=[C:37]([O:39][CH3:40])[CH:36]=[CH:35][C:4]=1[CH2:5][N:6]([C:30]1[S:34][N:33]=[CH:32][N:31]=1)[S:7]([C:10]1[C:28]([F:29])=[CH:27][C:13]2[N:14]([C@@H:18]([C:20]3[CH:25]=[CH:24][CH:23]=[CH:22][C:21]=3[C:42]3([OH:41])[CH2:43][N:44]([C:46]([O:48][C:49]([CH3:51])([CH3:50])[CH3:52])=[O:47])[CH2:45]3)[CH3:19])[C:15](=[O:17])[O:16][C:12]=2[CH:11]=1)(=[O:9])=[O:8], predict the reactants needed to synthesize it. The reactants are: [CH3:1][O:2][C:3]1[CH:38]=[C:37]([O:39][CH3:40])[CH:36]=[CH:35][C:4]=1[CH2:5][N:6]([C:30]1[S:34][N:33]=[CH:32][N:31]=1)[S:7]([C:10]1[C:28]([F:29])=[CH:27][C:13]2[N:14]([C@@H:18]([C:20]3[CH:25]=[CH:24][CH:23]=[CH:22][C:21]=3I)[CH3:19])[C:15](=[O:17])[O:16][C:12]=2[CH:11]=1)(=[O:9])=[O:8].[O:41]=[C:42]1[CH2:45][N:44]([C:46]([O:48][C:49]([CH3:52])([CH3:51])[CH3:50])=[O:47])[CH2:43]1. (6) Given the product [ClH:13].[NH2:1][C:2]1([C:8]([O:10][CH2:15][CH3:16])=[O:9])[CH2:7][CH2:6][CH2:5][CH2:4][CH2:3]1, predict the reactants needed to synthesize it. The reactants are: [NH2:1][C:2]1([C:8]([OH:10])=[O:9])[CH2:7][CH2:6][CH2:5][CH2:4][CH2:3]1.O=S(Cl)[Cl:13].[CH3:15][CH2:16]O. (7) Given the product [CH3:1][O:2][C:3]1[CH:4]=[C:5]([N:6]([C:7]2[CH:12]=[CH:11][CH:10]=[CH:9][CH:8]=2)[C:23]([Cl:22])=[O:25])[CH:13]=[CH:14][CH:15]=1, predict the reactants needed to synthesize it. The reactants are: [CH3:1][O:2][C:3]1[CH:4]=[C:5]([CH:13]=[CH:14][CH:15]=1)[NH:6][C:7]1[CH:12]=[CH:11][CH:10]=[CH:9][CH:8]=1.N1C=CC=CC=1.[Cl:22][C:23](Cl)([O:25]C(=O)OC(Cl)(Cl)Cl)Cl.